This data is from Full USPTO retrosynthesis dataset with 1.9M reactions from patents (1976-2016). The task is: Predict the reactants needed to synthesize the given product. (1) Given the product [Cl:36][C:6]1[CH:5]=[C:4]([CH:9]=[CH:8][C:7]=1[NH:10][C:11](=[O:35])[CH:12]([C:19]1[N:20]([C:28]2[CH:29]=[CH:30][C:31]([Cl:34])=[CH:32][CH:33]=2)[N:21]=[C:22]2[C:27]=1[CH2:26][CH2:25][CH2:24][CH2:23]2)[CH:13]1[CH2:18][CH2:17][CH2:16][CH2:15][CH2:14]1)[C:3]([OH:37])=[O:2], predict the reactants needed to synthesize it. The reactants are: C[O:2][C:3](=[O:37])[C:4]1[CH:9]=[CH:8][C:7]([NH:10][C:11](=[O:35])[CH:12]([C:19]2[N:20]([C:28]3[CH:33]=[CH:32][C:31]([Cl:34])=[CH:30][CH:29]=3)[N:21]=[C:22]3[C:27]=2[CH2:26][CH2:25][CH2:24][CH2:23]3)[CH:13]2[CH2:18][CH2:17][CH2:16][CH2:15][CH2:14]2)=[C:6]([Cl:36])[CH:5]=1.[OH-].[Li+]. (2) Given the product [O:20]=[C:12]1[N:11]([CH2:10][C:7]2[CH:8]=[CH:9][C:4]([C:3]([OH:21])=[O:2])=[CH:5][CH:6]=2)[C:15]2[CH:16]=[CH:17][CH:18]=[CH:19][C:14]=2[NH:13]1, predict the reactants needed to synthesize it. The reactants are: C[O:2][C:3](=[O:21])[C:4]1[CH:9]=[CH:8][C:7]([CH2:10][N:11]2[C:15]3[CH:16]=[CH:17][CH:18]=[CH:19][C:14]=3[NH:13][C:12]2=[O:20])=[CH:6][CH:5]=1.[Li+].[OH-].Cl. (3) Given the product [ClH:25].[F:19][C:20]1[CH:27]=[CH:26][C:23]([CH2:24][S:18][C:9]2[NH:8][C@H:7]([C:1]3[CH:2]=[CH:3][CH:4]=[CH:5][CH:6]=3)[C@H:11]([C:12]3[CH:13]=[CH:14][CH:15]=[CH:16][CH:17]=3)[N:10]=2)=[CH:22][CH:21]=1, predict the reactants needed to synthesize it. The reactants are: [C:1]1([C@H:7]2[C@@H:11]([C:12]3[CH:17]=[CH:16][CH:15]=[CH:14][CH:13]=3)[NH:10][C:9](=[S:18])[NH:8]2)[CH:6]=[CH:5][CH:4]=[CH:3][CH:2]=1.[F:19][C:20]1[CH:27]=[CH:26][C:23]([CH2:24][Cl:25])=[CH:22][CH:21]=1. (4) Given the product [CH:1]1([C:7]2[CH:8]=[CH:9][C:10]([CH2:11][OH:12])=[CH:14][CH:15]=2)[CH2:2][CH2:3][CH2:4][CH2:5][CH2:6]1, predict the reactants needed to synthesize it. The reactants are: [CH:1]1([C:7]2[CH:15]=[CH:14][C:10]([C:11](O)=[O:12])=[CH:9][CH:8]=2)[CH2:6][CH2:5][CH2:4][CH2:3][CH2:2]1.[H-].C([Al+]CC(C)C)C(C)C. (5) Given the product [OH:1][C:2]1[C:11]2[C:6](=[C:7]3[CH:15]=[CH:14][CH:13]=[CH:12][C:8]3=[C:9]([O:18][CH3:17])[CH:10]=2)[O:5][C:4](=[O:16])[CH:3]=1, predict the reactants needed to synthesize it. The reactants are: [OH:1][C:2]1[C:11]2[C:6](=[C:7]3[CH:15]=[CH:14][CH:13]=[CH:12][C:8]3=[CH:9][CH:10]=2)[O:5][C:4](=[O:16])[CH:3]=1.[CH3:17][O:18]C1C2C(=CC=CC=2)C(O)=CC=1.